From a dataset of Forward reaction prediction with 1.9M reactions from USPTO patents (1976-2016). Predict the product of the given reaction. (1) Given the reactants [NH2:1][C:2]1[C:3]([C:12]([NH:14][C@@H:15]([CH:20]2[CH2:24][CH2:23][CH2:22][CH2:21]2)[C:16]([O:18][CH3:19])=[O:17])=[O:13])=[CH:4][C:5]2[C:10]([CH:11]=1)=[CH:9][CH:8]=[CH:7][CH:6]=2.[N:25]([C:28]1[C:33]([CH3:34])=[CH:32][C:31]([CH3:35])=[CH:30][C:29]=1[CH3:36])=[C:26]=[O:27], predict the reaction product. The product is: [CH:20]1([C@H:15]([NH:14][C:12]([C:3]2[C:2]([NH:1][C:26]([NH:25][C:28]3[C:29]([CH3:36])=[CH:30][C:31]([CH3:35])=[CH:32][C:33]=3[CH3:34])=[O:27])=[CH:11][C:10]3[C:5](=[CH:6][CH:7]=[CH:8][CH:9]=3)[CH:4]=2)=[O:13])[C:16]([O:18][CH3:19])=[O:17])[CH2:21][CH2:22][CH2:23][CH2:24]1. (2) Given the reactants [CH2:1]1[C:5]2=[CH:6][C:7]3[CH:8]=[C:9]([OH:13])[CH:10]=[CH:11][C:12]=3[N:4]2[CH2:3][CH2:2]1.[H-].[Na+].[CH2:16](I)[CH3:17], predict the reaction product. The product is: [CH2:16]([O:13][C:9]1[CH:10]=[CH:11][C:12]2[N:4]3[CH2:3][CH2:2][CH2:1][C:5]3=[CH:6][C:7]=2[CH:8]=1)[CH3:17].